Dataset: Forward reaction prediction with 1.9M reactions from USPTO patents (1976-2016). Task: Predict the product of the given reaction. (1) Given the reactants [CH2:1]([N:8]1[CH2:13][CH2:12][C:11]([NH:18][CH2:19][CH2:20][NH:21][C:22]([O:24]C(C)(C)C)=O)(C(OC)=O)[CH2:10][CH2:9]1)[C:2]1[CH:7]=[CH:6][CH:5]=[CH:4][CH:3]=1.C(O)(C(F)(F)F)=O.CCN(CC)CC, predict the reaction product. The product is: [CH2:1]([N:8]1[CH2:13][CH2:12][C:11]2([NH:18][CH2:19][CH2:20][NH:21][C:22]2=[O:24])[CH2:10][CH2:9]1)[C:2]1[CH:7]=[CH:6][CH:5]=[CH:4][CH:3]=1. (2) Given the reactants [CH:1]1([O:7][C:8]2[N:13]=[C:12]([S:14]([CH3:17])(=[O:16])=[O:15])[C:11]([C:18]3[CH:23]=[CH:22][C:21]([Cl:24])=[CH:20][CH:19]=3)=[C:10]([C:25]3[CH:30]=[CH:29][C:28]([Cl:31])=[CH:27][C:26]=3[Cl:32])[N:9]=2)[CH2:6]CCC[CH2:2]1.C([Li])CCC.[CH:38]([OH:41])([CH3:40])[CH3:39], predict the reaction product. The product is: [CH:1]([O:7][C:8]1[N:13]=[C:12]([S:14]([CH3:17])(=[O:16])=[O:15])[C:11]([C:18]2[CH:19]=[CH:20][C:21]([Cl:24])=[CH:22][CH:23]=2)=[C:10]([C:25]2[CH:30]=[CH:29][C:28]([Cl:31])=[CH:27][C:26]=2[Cl:32])[N:9]=1)([CH3:6])[CH3:2].[CH:38]([O:41][C:12]1[C:11]([C:18]2[CH:19]=[CH:20][C:21]([Cl:24])=[CH:22][CH:23]=2)=[C:10]([C:25]2[CH:30]=[CH:29][C:28]([Cl:31])=[CH:27][C:26]=2[Cl:32])[N:9]=[CH:8][N:13]=1)([CH3:40])[CH3:39]. (3) Given the reactants [CH3:1][C:2]1[CH:6]=[C:5]([CH3:7])[N:4]([CH:8]([CH3:12])[C:9](Cl)=[O:10])[N:3]=1.[O:13]=[C:14]1[CH2:19][CH2:18][N:17]([C:20]([O:22][C:23]([CH3:26])([CH3:25])[CH3:24])=[O:21])[CH2:16][CH2:15]1, predict the reaction product. The product is: [CH3:1][C:2]1[CH:6]=[C:5]([CH3:7])[N:4]([CH:8]([CH3:12])[C:9]([CH:19]2[C:14](=[O:13])[CH2:15][CH2:16][N:17]([C:20]([O:22][C:23]([CH3:26])([CH3:25])[CH3:24])=[O:21])[CH2:18]2)=[O:10])[N:3]=1. (4) Given the reactants [CH3:1][N:2]1[C:7]2[CH:8]=[CH:9][CH:10]=[C:11]([CH2:12][CH:13]=O)[C:6]=2[O:5][CH2:4][C:3]1=[O:15].[CH3:16][C:17]1[CH:26]=[CH:25][C:24]2[C:19](=[CH:20][CH:21]=[CH:22][C:23]=2[N:27]2[CH2:32][CH2:31][NH:30][C@@H:29]([CH3:33])[CH2:28]2)[N:18]=1, predict the reaction product. The product is: [CH3:1][N:2]1[C:7]2[CH:8]=[CH:9][CH:10]=[C:11]([CH2:12][CH2:13][N:30]3[CH2:31][CH2:32][N:27]([C:23]4[CH:22]=[CH:21][CH:20]=[C:19]5[C:24]=4[CH:25]=[CH:26][C:17]([CH3:16])=[N:18]5)[CH2:28][C@@H:29]3[CH3:33])[C:6]=2[O:5][CH2:4][C:3]1=[O:15]. (5) Given the reactants O[CH:2]=[C:3]1[C:11]2[C:6](=[CH:7][C:8]([C:12]([C:14]3[CH:15]=[C:16]([NH:20][C:21]([C:23]4[C:24]([CH3:28])=[N:25][O:26][CH:27]=4)=[O:22])[CH:17]=[CH:18][CH:19]=3)=[O:13])=[CH:9][CH:10]=2)[NH:5][C:4]1=[O:29].C1COCC1.[N:35]1([CH2:40][CH2:41][C:42]2[CH:47]=[CH:46][C:45]([NH2:48])=[CH:44][CH:43]=2)[CH2:39][CH2:38][CH2:37][CH2:36]1, predict the reaction product. The product is: [O:29]=[C:4]1[C:3](=[CH:2][NH:48][C:45]2[CH:46]=[CH:47][C:42]([CH2:41][CH2:40][N:35]3[CH2:39][CH2:38][CH2:37][CH2:36]3)=[CH:43][CH:44]=2)[C:11]2[C:6](=[CH:7][C:8]([C:12]([C:14]3[CH:15]=[C:16]([NH:20][C:21]([C:23]4[C:24]([CH3:28])=[N:25][O:26][CH:27]=4)=[O:22])[CH:17]=[CH:18][CH:19]=3)=[O:13])=[CH:9][CH:10]=2)[NH:5]1. (6) Given the reactants C(N(CC)CC)C.[NH2:8][CH:9]([CH3:11])[CH3:10].[Br:12][C:13]1[C:14](Cl)=[N:15][C:16]([Cl:19])=[N:17][CH:18]=1, predict the reaction product. The product is: [Br:12][C:13]1[C:14]([NH:8][CH:9]([CH3:11])[CH3:10])=[N:15][C:16]([Cl:19])=[N:17][CH:18]=1. (7) Given the reactants [C:1]1([NH:7][C:8]([NH2:10])=[O:9])[CH:6]=[CH:5][CH:4]=[CH:3][CH:2]=1.Cl[C:12]([S:14](Cl)(=O)=O)=[O:13], predict the reaction product. The product is: [C:1]1([N:7]2[C:8](=[O:9])[NH:10][C:12](=[O:13])[S:14]2)[CH:6]=[CH:5][CH:4]=[CH:3][CH:2]=1.